Task: Predict the reactants needed to synthesize the given product.. Dataset: Full USPTO retrosynthesis dataset with 1.9M reactions from patents (1976-2016) (1) Given the product [C:58]([C:49]1[O:50][C:51]2[CH:56]=[CH:55][C:54]([F:57])=[CH:53][C:52]=2[C:48]=1[NH:47][C:44](=[O:46])[C@H:40]([NH:39][C:32](=[O:33])[O:34][C:35]([CH3:36])([CH3:37])[CH3:38])[CH:41]([CH3:42])[CH3:43])(=[O:59])[NH2:60], predict the reactants needed to synthesize it. The reactants are: CN(C(ON1N=NC2C=CC=NC1=2)=[N+](C)C)C.F[P-](F)(F)(F)(F)F.CN1CCOCC1.[C:32]([NH:39][C@@H:40]([C:44]([OH:46])=O)[CH:41]([CH3:43])[CH3:42])([O:34][C:35]([CH3:38])([CH3:37])[CH3:36])=[O:33].[NH2:47][C:48]1[C:52]2[CH:53]=[C:54]([F:57])[CH:55]=[CH:56][C:51]=2[O:50][C:49]=1[C:58]([NH2:60])=[O:59]. (2) Given the product [CH3:1][C:2]1[N:7]=[C:6]2[S:8][C:9]3[CH2:14][CH2:13][CH2:12][CH2:11][C:10]=3[C:5]2=[C:4]([C:15]2[CH:16]=[CH:17][C:18]([CH3:21])=[CH:19][CH:20]=2)[C:3]=1[CH:22]([CH2:45][CH2:44][C:43]([F:48])([F:47])[F:42])[C:23]([O:25][CH3:26])=[O:24], predict the reactants needed to synthesize it. The reactants are: [CH3:1][C:2]1[N:7]=[C:6]2[S:8][C:9]3[CH2:14][CH2:13][CH2:12][CH2:11][C:10]=3[C:5]2=[C:4]([C:15]2[CH:20]=[CH:19][C:18]([CH3:21])=[CH:17][CH:16]=2)[C:3]=1[CH2:22][C:23]([O:25][CH3:26])=[O:24].[Li+].C[Si]([N-][Si](C)(C)C)(C)C.C1COCC1.[F:42][C:43]([F:48])([F:47])[CH2:44][CH2:45]I.